From a dataset of Reaction yield outcomes from USPTO patents with 853,638 reactions. Predict the reaction yield, written as a fraction of the theoretical maximum amount of product (1.0 means a 100% yield; for example, 0.34 means a 34% yield). (1) The reactants are C(O[C:5](=[O:7])[CH3:6])(=O)C.S(=O)(=O)(O)O.[C:13]1([C:19]2[N:20]=[C:21]3[N:25]([C:26]=2[CH:27]=O)[CH:24]=[CH:23][S:22]3)[CH:18]=[CH:17][CH:16]=[CH:15][CH:14]=1.[NH2:29][C:30]1[N:35]=[C:34]([CH3:36])[CH:33]=[CH:32][N:31]=1.C([O-])(O)=O.[Na+]. The catalyst is C(O)(=O)C. The product is [C:13]1([C:19]2[N:20]=[C:21]3[N:25]([C:26]=2/[CH:27]=[CH:36]/[C:34]2[CH:33]=[CH:32][N:31]=[C:30]([NH:29][C:5](=[O:7])[CH3:6])[N:35]=2)[CH:24]=[CH:23][S:22]3)[CH:18]=[CH:17][CH:16]=[CH:15][CH:14]=1. The yield is 0.00700. (2) The reactants are [Br:1][C:2]1[CH:3]=[CH:4][C:5]([F:22])=[C:6]([C@@:8]2([CH3:21])[NH:17][C:16](=O)[C:11]3([CH2:15][CH:14]=[CH:13][CH2:12]3)[S:10](=[O:20])(=[O:19])[CH2:9]2)[CH:7]=1.COC1C=CC(P2(SP(C3C=CC(OC)=CC=3)(=S)S2)=[S:32])=CC=1.C([O-])(O)=O.[Na+]. The catalyst is O1CCOCC1. The product is [Br:1][C:2]1[CH:3]=[CH:4][C:5]([F:22])=[C:6]([C@@:8]2([CH3:21])[NH:17][C:16](=[S:32])[C:11]3([CH2:15][CH:14]=[CH:13][CH2:12]3)[S:10](=[O:20])(=[O:19])[CH2:9]2)[CH:7]=1. The yield is 0.714. (3) The reactants are [Cl:1][C:2]1[CH:10]=[C:9]2[C:5]([C:6]([C:12]3[N:13]=[C:14]4[C:20]([C:21]([OH:23])=O)=[CH:19][NH:18][C:15]4=[N:16][CH:17]=3)=[N:7][N:8]2[CH3:11])=[CH:4][CH:3]=1.[NH2:24][C:25]1[CH:30]=[CH:29][CH:28]=[CH:27][CH:26]=1.CCN=C=NCCCN(C)C.CCN(C(C)C)C(C)C.CN(C(ON1N=NC2C=CC=NC1=2)=[N+](C)C)C.F[P-](F)(F)(F)(F)F. The catalyst is CN(C1C=CN=CC=1)C.CN(C=O)C. The product is [Cl:1][C:2]1[CH:10]=[C:9]2[C:5]([C:6]([C:12]3[N:13]=[C:14]4[C:20]([C:21]([NH:24][C:25]5[CH:30]=[CH:29][CH:28]=[CH:27][CH:26]=5)=[O:23])=[CH:19][NH:18][C:15]4=[N:16][CH:17]=3)=[N:7][N:8]2[CH3:11])=[CH:4][CH:3]=1. The yield is 0.290. (4) The reactants are [F:1][C:2]1[CH:3]=[C:4]([C:13]2[N:17]([C:18]3[CH:19]=[CH:20][C:21]([S:24]([NH2:27])(=[O:26])=[O:25])=[N:22][CH:23]=3)[N:16]=[C:15]([C:28]([F:31])([F:30])[F:29])[CH:14]=2)[CH:5]=[CH:6][C:7]=1[C:8]1[S:12][CH:11]=[N:10][CH:9]=1.[ClH:32].CO. No catalyst specified. The product is [ClH:32].[F:1][C:2]1[CH:3]=[C:4]([C:13]2[N:17]([C:18]3[CH:19]=[CH:20][C:21]([S:24]([NH2:27])(=[O:26])=[O:25])=[N:22][CH:23]=3)[N:16]=[C:15]([C:28]([F:30])([F:31])[F:29])[CH:14]=2)[CH:5]=[CH:6][C:7]=1[C:8]1[S:12][CH:11]=[N:10][CH:9]=1. The yield is 0.921.